Dataset: Reaction yield outcomes from USPTO patents with 853,638 reactions. Task: Predict the reaction yield, written as a fraction of the theoretical maximum amount of product (1.0 means a 100% yield; for example, 0.34 means a 34% yield). (1) The reactants are [Br:1][C:2]1[NH:3][C:4]2[CH:10]=[C:9]([Cl:11])[C:8]([Cl:12])=[CH:7][C:5]=2[N:6]=1.O([Si](C)(C)C)S(C(F)(F)F)(=O)=O.C(O[C@@H:29]1[O:46][CH2:45][C@@H:40]([O:41][C:42](=[O:44])[CH3:43])[C@@H:35]([O:36][C:37](=[O:39])[CH3:38])[C@H:30]1[O:31][C:32](=[O:34])[CH3:33])(=O)C.C(=O)(O)[O-].[Na+]. The catalyst is ClCCCl. The product is [Br:1][C:2]1[N:3]([C@@H:45]2[O:46][CH2:29][C@@H:30]([O:31][C:32](=[O:34])[CH3:33])[C@@H:35]([O:36][C:37](=[O:39])[CH3:38])[C@H:40]2[O:41][C:42](=[O:44])[CH3:43])[C:4]2[CH:10]=[C:9]([Cl:11])[C:8]([Cl:12])=[CH:7][C:5]=2[N:6]=1. The yield is 0.560. (2) The reactants are [H-].[Na+].[CH2:3]([NH:10][C:11]([C:13]1[CH:14]=[C:15]2[C:19](=[CH:20][CH:21]=1)[NH:18][C:17](=[O:22])[CH2:16]2)=[O:12])[C:4]1[CH:9]=[CH:8][CH:7]=[CH:6][CH:5]=1.[Cl:23][C:24]1[N:29]=[CH:28][C:27]([S:30]([N:33]2[CH2:38][CH2:37][N:36]([CH3:39])[CH2:35][CH2:34]2)(=[O:32])=[O:31])=[CH:26][CH:25]=1.C(=O)([O-])O.[Na+]. The catalyst is CCCCCC.CN(C)C=O. The product is [ClH:23].[CH2:3]([NH:10][C:11]([C:13]1[CH:14]=[C:15]2[C:19](=[CH:20][CH:21]=1)[NH:18][C:17]([OH:22])=[C:16]2[C:24]1[CH:25]=[CH:26][C:27]([S:30]([N:33]2[CH2:38][CH2:37][N:36]([CH3:39])[CH2:35][CH2:34]2)(=[O:32])=[O:31])=[CH:28][N:29]=1)=[O:12])[C:4]1[CH:5]=[CH:6][CH:7]=[CH:8][CH:9]=1. The yield is 0.160. (3) The reactants are [CH2:1]([C:4]1[CH:9]=[C:8]([C:10]2[S:11][CH:12]=[C:13]([C:15]3[CH:20]=[CH:19][C:18]([NH2:21])=[CH:17][CH:16]=3)[N:14]=2)[CH:7]=[CH:6][N:5]=1)[CH2:2][CH3:3].[C:22]([O:26][C:27](O[C:27]([O:26][C:22]([CH3:25])([CH3:24])[CH3:23])=[O:28])=[O:28])([CH3:25])([CH3:24])[CH3:23]. The catalyst is CN(C)C1C=CN=CC=1.C1COCC1. The product is [CH2:1]([C:4]1[CH:9]=[C:8]([C:10]2[S:11][CH:12]=[C:13]([C:15]3[CH:16]=[CH:17][C:18]([NH:21][C:27](=[O:28])[O:26][C:22]([CH3:25])([CH3:24])[CH3:23])=[CH:19][CH:20]=3)[N:14]=2)[CH:7]=[CH:6][N:5]=1)[CH2:2][CH3:3]. The yield is 0.430. (4) The reactants are [C:1]([C:3]1[CH:8]=[CH:7][CH:6]=[CH:5][C:4]=1[C:9]1[CH:14]=[CH:13][C:12]([CH2:15][C:16]2[C:17](=[O:44])[N:18]([C@H:28]3[CH2:33][CH2:32][C@H:31]([C:34]4[O:38][CH:37]=[N:36][C:35]=4[C:39]([O:41]CC)=[O:40])[CH2:30][CH2:29]3)[C:19]3[N:20]([N:25]=[CH:26][N:27]=3)[C:21]=2[CH2:22][CH2:23][CH3:24])=[CH:11][CH:10]=1)#[N:2].[OH-].[Na+].O1CCCC1.Cl. The catalyst is CO. The product is [C:1]([C:3]1[CH:8]=[CH:7][CH:6]=[CH:5][C:4]=1[C:9]1[CH:14]=[CH:13][C:12]([CH2:15][C:16]2[C:17](=[O:44])[N:18]([C@H:28]3[CH2:29][CH2:30][C@H:31]([C:34]4[O:38][CH:37]=[N:36][C:35]=4[C:39]([OH:41])=[O:40])[CH2:32][CH2:33]3)[C:19]3[N:20]([N:25]=[CH:26][N:27]=3)[C:21]=2[CH2:22][CH2:23][CH3:24])=[CH:11][CH:10]=1)#[N:2]. The yield is 0.760. (5) The reactants are [CH3:1][C:2]1[C:10]2[C:5](=[C:6]([C:11]([F:14])([F:13])[F:12])[CH:7]=[CH:8][CH:9]=2)[NH:4][C:3]=1[C:15](OCC)=[O:16].[H-].[H-].[H-].[H-].[Li+].[Al+3]. The catalyst is C1COCC1. The product is [CH3:1][C:2]1[C:10]2[C:5](=[C:6]([C:11]([F:14])([F:12])[F:13])[CH:7]=[CH:8][CH:9]=2)[NH:4][C:3]=1[CH2:15][OH:16]. The yield is 0.570. (6) The reactants are [Cl:1][C:2]1[C:7]([O:8][CH3:9])=[CH:6][C:5]([O:10][CH3:11])=[CH:4][C:3]=1[C:12]1[C:23](=[O:24])[N:22]([CH2:25][CH2:26][N:27]2[CH2:32][CH2:31][NH:30][CH2:29][CH2:28]2)[C:15]2[N:16]=[C:17]([NH:20][CH3:21])[N:18]=[CH:19][C:14]=2[CH:13]=1.[C:33](Cl)(=[O:36])[CH:34]=[CH2:35]. The catalyst is C(Cl)Cl. The product is [C:33]([N:30]1[CH2:31][CH2:32][N:27]([CH2:26][CH2:25][N:22]2[C:15]3[N:16]=[C:17]([NH:20][CH3:21])[N:18]=[CH:19][C:14]=3[CH:13]=[C:12]([C:3]3[CH:4]=[C:5]([O:10][CH3:11])[CH:6]=[C:7]([O:8][CH3:9])[C:2]=3[Cl:1])[C:23]2=[O:24])[CH2:28][CH2:29]1)(=[O:36])[CH:34]=[CH2:35]. The yield is 0.230. (7) The reactants are Br.[CH2:2]([O:4][C:5]([C:7]1[C:11]([CH3:12])=[C:10]([C:13]2[CH:18]=[CH:17][CH:16]=[C:15]([NH2:19])[C:14]=2[OH:20])[N:9]([CH3:21])[C:8]=1[CH3:22])=[O:6])[CH3:3].[N:23]([O-])=O.[Na+].[CH3:27][C:28]1[CH2:29][C:30](=[O:43])[N:31]([C:33]2[CH:42]=[CH:41][C:40]3[CH2:39][CH2:38][CH2:37][CH2:36][C:35]=3[CH:34]=2)[N:32]=1.C(=O)(O)[O-].[Na+]. The catalyst is Cl.C(O)C. The product is [CH2:2]([O:4][C:5]([C:7]1[C:11]([CH3:12])=[C:10]([C:13]2[CH:18]=[CH:17][CH:16]=[C:15]([NH:19][N:23]=[C:29]3[C:30](=[O:43])[N:31]([C:33]4[CH:42]=[CH:41][C:40]5[CH2:39][CH2:38][CH2:37][CH2:36][C:35]=5[CH:34]=4)[N:32]=[C:28]3[CH3:27])[C:14]=2[OH:20])[N:9]([CH3:21])[C:8]=1[CH3:22])=[O:6])[CH3:3]. The yield is 0.508. (8) The yield is 1.00. The reactants are C(OC(=O)[NH:7][CH2:8][CH2:9][C:10]1[CH:15]=[CH:14][CH:13]=[C:12]([O:16][CH2:17][C:18]2[CH:23]=[CH:22][CH:21]=[C:20]([F:24])[CH:19]=2)[CH:11]=1)(C)(C)C. The catalyst is ClCCl.FC(F)(F)C(O)=O. The product is [F:24][C:20]1[CH:19]=[C:18]([CH:23]=[CH:22][CH:21]=1)[CH2:17][O:16][C:12]1[CH:11]=[C:10]([CH2:9][CH2:8][NH2:7])[CH:15]=[CH:14][CH:13]=1. (9) The reactants are [CH2:1]([O:3][C:4](=[O:20])[CH:5]([O:17][CH2:18][CH3:19])[CH2:6][C:7]1[CH:8]=[C:9]2[C:13](=[CH:14][CH:15]=1)[NH:12][CH:11]=[C:10]2[CH3:16])[CH3:2].Cl[CH2:22][C:23]1[N:24]=[C:25]([C:29]2[CH:34]=[CH:33][C:32]([CH:35]([CH3:37])[CH3:36])=[CH:31][CH:30]=2)[O:26][C:27]=1[CH3:28].[H-].[Na+]. The catalyst is CN(C)C=O.O. The product is [CH2:1]([O:3][C:4](=[O:20])[CH:5]([O:17][CH2:18][CH3:19])[CH2:6][C:7]1[CH:8]=[C:9]2[C:13](=[CH:14][CH:15]=1)[N:12]([CH2:22][C:23]1[N:24]=[C:25]([C:29]3[CH:30]=[CH:31][C:32]([CH:35]([CH3:37])[CH3:36])=[CH:33][CH:34]=3)[O:26][C:27]=1[CH3:28])[CH:11]=[C:10]2[CH3:16])[CH3:2]. The yield is 0.670.